This data is from Full USPTO retrosynthesis dataset with 1.9M reactions from patents (1976-2016). The task is: Predict the reactants needed to synthesize the given product. (1) Given the product [C:14]([NH:13][C:11]([C:10]1[C:4]2[C:5](=[N:6][CH:7]=[C:2]([NH:33][C:30]3[CH:29]=[N:28][C:27]([CH3:26])=[N:32][CH:31]=3)[N:3]=2)[N:8]([CH2:18][O:19][CH2:20][CH2:21][Si:22]([CH3:25])([CH3:24])[CH3:23])[CH:9]=1)=[O:12])([CH3:17])([CH3:16])[CH3:15], predict the reactants needed to synthesize it. The reactants are: Br[C:2]1[N:3]=[C:4]2[C:10]([C:11]([NH:13][C:14]([CH3:17])([CH3:16])[CH3:15])=[O:12])=[CH:9][N:8]([CH2:18][O:19][CH2:20][CH2:21][Si:22]([CH3:25])([CH3:24])[CH3:23])[C:5]2=[N:6][CH:7]=1.[CH3:26][C:27]1[N:32]=[CH:31][C:30]([NH2:33])=[CH:29][N:28]=1.C1C=CC(P(C2C(C3C(P(C4C=CC=CC=4)C4C=CC=CC=4)=CC=C4C=3C=CC=C4)=C3C(C=CC=C3)=CC=2)C2C=CC=CC=2)=CC=1.CC(C)([O-])C.[Na+]. (2) The reactants are: [Cl:1][C:2]1[CH:36]=[CH:35][CH:34]=[C:33]([C:37]([F:40])([F:39])[F:38])[C:3]=1[C:4]([N:6]1[C:14]2[C:9](=[CH:10][CH:11]=[C:12]([CH:15]3[C:19](=[O:20])[NH:18][C:17](=[O:21])[NH:16]3)[CH:13]=2)[C:8]([C:22]2[CH:31]=[CH:30][C:25]([C:26]([O:28]C)=[O:27])=[CH:24][C:23]=2[F:32])=[N:7]1)=[O:5].O[Li].O.Cl. Given the product [Cl:1][C:2]1[CH:36]=[CH:35][CH:34]=[C:33]([C:37]([F:40])([F:39])[F:38])[C:3]=1[C:4]([N:6]1[C:14]2[C:9](=[CH:10][CH:11]=[C:12]([CH:15]3[C:19](=[O:20])[NH:18][C:17](=[O:21])[NH:16]3)[CH:13]=2)[C:8]([C:22]2[CH:31]=[CH:30][C:25]([C:26]([OH:28])=[O:27])=[CH:24][C:23]=2[F:32])=[N:7]1)=[O:5], predict the reactants needed to synthesize it. (3) Given the product [O:90]1[C:89]2[CH:93]=[CH:94][C:86]([C:68]3[CH:67]=[C:66]([CH:71]=[C:70]([C:72](=[O:85])[NH:73][CH2:74][C:75]4[CH:80]=[CH:79][CH:78]=[CH:77][C:76]=4[O:81][CH:82]([F:83])[F:84])[CH:69]=3)[O:65][CH2:64][CH2:63][CH2:62][CH2:61][CH2:60][CH2:59][C:55]3[C:54]([CH2:95][CH2:96][C:97]([OH:99])=[O:98])=[C:53]([CH:58]=[CH:57][CH:56]=3)[O:52][CH2:51][CH2:50][CH2:49][C:48]([OH:102])=[O:47])=[CH:87][C:88]=2[O:92][CH2:91]1, predict the reactants needed to synthesize it. The reactants are: C(CCC1C(CCCCCCOC2C=C(C3C=CC(F)=C(F)C=3)C=C(C(=O)N(C)C)C=2)=CC=CC=1OCCCC(O)=O)(O)=O.C([O:47][C:48](=[O:102])[CH2:49][CH2:50][CH2:51][O:52][C:53]1[CH:58]=[CH:57][CH:56]=[C:55]([CH2:59][CH2:60][CH2:61][CH2:62][CH2:63][CH2:64][O:65][C:66]2[CH:71]=[C:70]([C:72](=[O:85])[NH:73][CH2:74][C:75]3[CH:80]=[CH:79][CH:78]=[CH:77][C:76]=3[O:81][CH:82]([F:84])[F:83])[CH:69]=[C:68]([C:86]3[CH:94]=[CH:93][C:89]4[O:90][CH2:91][O:92][C:88]=4[CH:87]=3)[CH:67]=2)[C:54]=1[CH2:95][CH2:96][C:97]([O:99]CC)=[O:98])C.[OH-].[Na+]. (4) Given the product [CH2:25]([CH:2]([CH2:1][CH2:7][CH2:8][CH3:9])[C:3]([OH:4])=[O:16])[CH2:26][CH2:27][CH2:28][CH2:29][CH2:30][CH2:31][CH3:32].[OH:24][CH2:19][CH:20]([CH2:21][OH:22])[OH:23].[OH:18][CH2:13][CH:14]([CH2:15][OH:16])[OH:17].[OH:12][CH2:7][CH:8]([CH2:9][OH:10])[OH:11].[OH:6][CH2:1][CH:2]([CH2:3][OH:4])[OH:5], predict the reactants needed to synthesize it. The reactants are: [CH2:1]([OH:6])[CH:2]([OH:5])[CH2:3][OH:4].[CH2:7]([OH:12])[CH:8]([OH:11])[CH2:9][OH:10].[CH2:13]([OH:18])[CH:14]([OH:17])[CH2:15][OH:16].[CH2:19]([OH:24])[CH:20]([OH:23])[CH2:21][OH:22].[C:25](O)(=O)[CH2:26][CH2:27][CH2:28][CH2:29][CH2:30][CH2:31][CH3:32].CCN=C=NCCCN(C)C.Cl. (5) Given the product [CH3:32][N:33]([CH3:38])[S:34]([NH:1][C:2]1[CH:31]=[CH:30][C:5]2[CH2:6][CH2:7][CH2:8][CH:9]([N:11]([CH2:19][C@H:20]([OH:29])[CH2:21][O:22][C:23]3[CH:28]=[CH:27][CH:26]=[CH:25][CH:24]=3)[CH2:12][C:13]3[CH:18]=[CH:17][CH:16]=[CH:15][CH:14]=3)[CH2:10][C:4]=2[CH:3]=1)(=[O:36])=[O:35], predict the reactants needed to synthesize it. The reactants are: [NH2:1][C:2]1[CH:31]=[CH:30][C:5]2[CH2:6][CH2:7][CH2:8][CH:9]([N:11]([CH2:19][C@H:20]([OH:29])[CH2:21][O:22][C:23]3[CH:28]=[CH:27][CH:26]=[CH:25][CH:24]=3)[CH2:12][C:13]3[CH:18]=[CH:17][CH:16]=[CH:15][CH:14]=3)[CH2:10][C:4]=2[CH:3]=1.[CH3:32][N:33]([CH3:38])[S:34](Cl)(=[O:36])=[O:35].C(=O)([O-])O.[Na+]. (6) Given the product [CH2:1]([N:3]1[CH2:8][CH2:7][CH:6]([C:9]2[CH:14]=[CH:13][CH:12]=[C:11]([C:15]3([CH3:20])[O:16][CH2:17][CH2:18][O:19]3)[C:10]=2[F:21])[CH2:5][CH2:4]1)[CH3:2], predict the reactants needed to synthesize it. The reactants are: [CH2:1]([N:3]1[CH2:8][CH:7]=[C:6]([C:9]2[CH:14]=[CH:13][CH:12]=[C:11]([C:15]3([CH3:20])[O:19][CH2:18][CH2:17][O:16]3)[C:10]=2[F:21])[CH2:5][CH2:4]1)[CH3:2].Cl.CS(OC1C=CC=C(C2CCNCC2)C=1F)(=O)=O. (7) Given the product [Br:1][C:2]1[C:3]([Cl:19])=[C:4]([N:11]([CH2:36][C:35]2[CH:38]=[CH:39][C:32]([O:31][CH3:30])=[CH:33][CH:34]=2)[C:12](=[O:18])[O:13][C:14]([CH3:15])([CH3:16])[CH3:17])[CH:5]=[C:6]([CH:8]([F:10])[F:9])[CH:7]=1, predict the reactants needed to synthesize it. The reactants are: [Br:1][C:2]1[C:3]([Cl:19])=[C:4]([NH:11][C:12](=[O:18])[O:13][C:14]([CH3:17])([CH3:16])[CH3:15])[CH:5]=[C:6]([CH:8]([F:10])[F:9])[CH:7]=1.C[Si]([N-][Si](C)(C)C)(C)C.[Na+].[CH3:30][O:31][C:32]1[CH:39]=[CH:38][C:35]([CH2:36]Cl)=[CH:34][CH:33]=1.[Li+].[Cl-].